Dataset: Catalyst prediction with 721,799 reactions and 888 catalyst types from USPTO. Task: Predict which catalyst facilitates the given reaction. (1) Reactant: Cl[C:2]1[N:6]2[CH:7]=[CH:8][C:9]([S:11]([N:14]([CH2:17][CH3:18])[CH2:15][CH3:16])(=[O:13])=[O:12])=[CH:10][C:5]2=[N:4][N:3]=1.[CH2:19]([NH2:24])[C:20]([CH3:23])([CH3:22])[CH3:21]. Product: [CH2:15]([N:14]([CH2:17][CH3:18])[S:11]([C:9]1[CH:8]=[CH:7][N:6]2[C:2]([NH:24][CH2:19][C:20]([CH3:23])([CH3:22])[CH3:21])=[N:3][N:4]=[C:5]2[CH:10]=1)(=[O:13])=[O:12])[CH3:16]. The catalyst class is: 6. (2) Product: [Br:1][CH2:2][CH2:3][CH2:4][N:6]1[CH:10]=[N:9][CH:8]=[N:7]1. Reactant: [Br:1][CH2:2][CH2:3][CH2:4]Br.[NH:6]1[CH:10]=[N:9][CH:8]=[N:7]1. The catalyst class is: 31. (3) Reactant: C(NC(C)C)(C)C.C([Li])CCC.[C:13]1([S:19]([C:22]2[CH:27]=[CH:26][CH:25]=[CH:24][N:23]=2)(=[O:21])=[O:20])[CH:18]=[CH:17][CH:16]=[CH:15][CH:14]=1.[Cl:28][C:29]1[CH:36]=[CH:35][CH:34]=[CH:33][C:30]=1[CH:31]=[O:32].Cl.CC1(C)CCCC(C)(C)[NH+]1[O-].C(=O)(O)[O-].[Na+].Cl[O-].[Na+]. Product: [C:13]1([S:19]([C:22]2[C:27]([C:31]([C:30]3[CH:33]=[CH:34][CH:35]=[CH:36][C:29]=3[Cl:28])=[O:32])=[CH:26][CH:25]=[CH:24][N:23]=2)(=[O:20])=[O:21])[CH:14]=[CH:15][CH:16]=[CH:17][CH:18]=1. The catalyst class is: 90. (4) Reactant: Br[CH2:2][C:3]1[C:11]2[O:10][C:9]([C:12]3[CH:17]=[CH:16][C:15]([OH:18])=[CH:14][CH:13]=3)=[N:8][C:7]=2[CH:6]=[C:5]([OH:19])[CH:4]=1.C1OCCOCCOCCOCCOCCOC1.[C-:38]#[N:39].[K+].O. Product: [OH:19][C:5]1[CH:4]=[C:3]([CH2:2][C:38]#[N:39])[C:11]2[O:10][C:9]([C:12]3[CH:17]=[CH:16][C:15]([OH:18])=[CH:14][CH:13]=3)=[N:8][C:7]=2[CH:6]=1. The catalyst class is: 9. (5) Reactant: [CH3:1][N:2]1[CH:6]=[C:5]([C:7](=[O:13])[C:8]([O:10][CH2:11][CH3:12])=[O:9])[CH:4]=[N:3]1.[CH3:14][Mg]Br.C(OCC)C.[Cl-].[NH4+]. Product: [OH:13][C:7]([C:5]1[CH:4]=[N:3][N:2]([CH3:1])[CH:6]=1)([CH3:14])[C:8]([O:10][CH2:11][CH3:12])=[O:9]. The catalyst class is: 1.